From a dataset of NCI-60 drug combinations with 297,098 pairs across 59 cell lines. Regression. Given two drug SMILES strings and cell line genomic features, predict the synergy score measuring deviation from expected non-interaction effect. (1) Cell line: UO-31. Drug 2: C(CN)CNCCSP(=O)(O)O. Synergy scores: CSS=-1.72, Synergy_ZIP=-1.21, Synergy_Bliss=-0.353, Synergy_Loewe=-12.7, Synergy_HSA=-4.84. Drug 1: C1CN(CCN1C(=O)CCBr)C(=O)CCBr. (2) Drug 1: CC1CCC2CC(C(=CC=CC=CC(CC(C(=O)C(C(C(=CC(C(=O)CC(OC(=O)C3CCCCN3C(=O)C(=O)C1(O2)O)C(C)CC4CCC(C(C4)OC)OCCO)C)C)O)OC)C)C)C)OC. Drug 2: CC(C)CN1C=NC2=C1C3=CC=CC=C3N=C2N. Cell line: HCC-2998. Synergy scores: CSS=11.8, Synergy_ZIP=-3.69, Synergy_Bliss=-5.69, Synergy_Loewe=-14.8, Synergy_HSA=-6.20.